From a dataset of Catalyst prediction with 721,799 reactions and 888 catalyst types from USPTO. Predict which catalyst facilitates the given reaction. Reactant: [H-].[H-].[H-].[H-].[Li+].[Al+3].[NH2:7][C:8]1[CH:9]=[CH:10][C:11]([Br:19])=[C:12]([CH:18]=1)[C:13]([N:15]([CH3:17])[CH3:16])=O.O.C(OCC)(=O)C. Product: [Br:19][C:11]1[CH:10]=[CH:9][C:8]([NH2:7])=[CH:18][C:12]=1[CH2:13][N:15]([CH3:17])[CH3:16]. The catalyst class is: 1.